Dataset: Full USPTO retrosynthesis dataset with 1.9M reactions from patents (1976-2016). Task: Predict the reactants needed to synthesize the given product. (1) Given the product [C:14]1([C:12]2[N:3]=[C:4]([C:5]([O:7][CH2:20][CH3:21])=[O:27])[NH:10][CH:11]=2)[CH:19]=[CH:18][CH:17]=[CH:16][CH:15]=1, predict the reactants needed to synthesize it. The reactants are: C([NH:3][C:4](=O)[C:5]([O-:7])=S)C.Cl.[NH2:10][CH2:11][C:12]([C:14]1[CH:19]=[CH:18][CH:17]=[CH:16][CH:15]=1)=O.[C:20]([O-])(=O)[CH3:21].[Na+].C(O)(=[O:27])C. (2) The reactants are: FC(F)(F)C(O)=O.[OH:8][CH:9]([CH2:29][OH:30])[CH2:10][O:11][C:12]1[CH:13]=[C:14]([CH:24]=[C:25]([O:27][CH3:28])[CH:26]=1)[C:15]([NH:17][CH:18]1[CH2:23][CH2:22][NH:21][CH2:20][CH2:19]1)=[O:16].[CH:31]([O:34][C:35]1[CH:36]=[C:37]([CH:40]=[C:41]([O:43][CH:44]([CH3:46])[CH3:45])[CH:42]=1)[CH:38]=O)([CH3:33])[CH3:32].C([BH3-])#N.[Na+].C(N(C(C)C)C(C)C)C. Given the product [OH:8][CH:9]([CH2:29][OH:30])[CH2:10][O:11][C:12]1[CH:13]=[C:14]([CH:24]=[C:25]([O:27][CH3:28])[CH:26]=1)[C:15]([NH:17][CH:18]1[CH2:23][CH2:22][N:21]([CH2:38][C:37]2[CH:40]=[C:41]([O:43][CH:44]([CH3:46])[CH3:45])[CH:42]=[C:35]([O:34][CH:31]([CH3:33])[CH3:32])[CH:36]=2)[CH2:20][CH2:19]1)=[O:16], predict the reactants needed to synthesize it. (3) Given the product [CH3:1][C:2]([C:7]1[CH:12]=[CH:11][CH:10]=[CH:9][CH:8]=1)([CH3:13])[CH:3]([S:39][CH3:38])[C:4]([OH:6])=[O:5], predict the reactants needed to synthesize it. The reactants are: [CH3:1][C:2]([CH3:13])([C:7]1[CH:12]=[CH:11][CH:10]=[CH:9][CH:8]=1)[CH2:3][C:4]([OH:6])=[O:5].C(=O)=O.CC(C)=O.C([N-]C(C)C)(C)C.[Li+].CN1CCCN(C)C1=O.[CH3:38][S:39]SC. (4) Given the product [Br:51][C:5]1[C:6]2[CH2:23][C@@H:22]([OH:24])[C@:21]3([O:25][CH3:26])[C@:8]([OH:45])([C:7]=2[C:2]([OH:1])=[C:3]([C:47]([O:49][CH3:50])=[O:48])[C:4]=1[CH3:46])[C:9](=[O:44])[C:10]1[C:19](=[C:18]([OH:28])[C:17]2[C:16](=[O:29])[CH:15]=[C:14]([NH:30][C@@H:31]4[C@H:36]([O:37][CH3:38])[C@H:35]([OH:39])[C@@H:34]([O:40][CH3:41])[C@H:33]([CH3:42])[O:32]4)[C:13](=[O:43])[C:12]=2[CH:11]=1)[C:20]3=[O:27], predict the reactants needed to synthesize it. The reactants are: [OH:1][C:2]1[C:7]2[C@@:8]3([OH:45])[C@@:21]([O:25][CH3:26])([C@H:22]([OH:24])[CH2:23][C:6]=2[CH:5]=[C:4]([CH3:46])[C:3]=1[C:47]([O:49][CH3:50])=[O:48])[C:20](=[O:27])[C:19]1[C:10](=[CH:11][C:12]2[C:13](=[O:43])[C:14]([NH:30][C@@H:31]4[C@H:36]([O:37][CH3:38])[C@H:35]([OH:39])[C@@H:34]([O:40][CH3:41])[C@H:33]([CH3:42])[O:32]4)=[CH:15][C:16](=[O:29])[C:17]=2[C:18]=1[OH:28])[C:9]3=[O:44].[Br:51]N1C(=O)CCC1=O.C(OOC(=O)C1C=CC=CC=1)(=O)C1C=CC=CC=1. (5) Given the product [N:21]1([C:2]2[CH:16]=[CH:15][C:5]3[C:6](=[O:14])[NH:7][C:8]4[C:13]([C:4]=3[CH:3]=2)=[CH:12][CH:11]=[CH:10][N:9]=4)[CH2:22][CH2:17][O:18][CH2:19][CH2:20]1, predict the reactants needed to synthesize it. The reactants are: Cl[C:2]1[CH:16]=[CH:15][C:5]2[C:6](=[O:14])[NH:7][C:8]3[C:13]([C:4]=2[CH:3]=1)=[CH:12][CH:11]=[CH:10][N:9]=3.[CH3:17][O:18][CH2:19][CH2:20][NH2:21].[CH:22]1(P(C2CCCCC2)C2C=CC=CC=2C2C(C(C)C)=CC(C(C)C)=CC=2C(C)C)CCCCC1.CC(C)([O-])C.[Na+]. (6) Given the product [N:1]1([CH2:10][C:11]2[CH:26]=[CH:25][C:14]([C:15]3[O:20][CH:19]=[C:18]([C:21]([O:23][CH3:24])=[O:22])[N:17]=3)=[CH:13][CH:12]=2)[C:5]2[CH:6]=[CH:7][CH:8]=[CH:9][C:4]=2[N:3]=[CH:2]1, predict the reactants needed to synthesize it. The reactants are: [N:1]1([CH2:10][C:11]2[CH:26]=[CH:25][C:14]([C:15]([NH:17][C@H:18]([C:21]([O:23][CH3:24])=[O:22])[CH2:19][OH:20])=O)=[CH:13][CH:12]=2)[C:5]2[CH:6]=[CH:7][CH:8]=[CH:9][C:4]=2[N:3]=[CH:2]1.CC[N+](S(N=C(OC)[O-])(=O)=O)(CC)CC.BrC(Cl)(Cl)Cl.C1CCN2C(=NCCC2)CC1. (7) Given the product [C:1]([CH2:3][O:4][C:5]1[CH:6]=[C:7]([CH3:23])[C:8]2[CH:12]([CH2:13][C:14]([OH:16])=[O:15])[O:11][B:10]([OH:21])[C:9]=2[CH:22]=1)#[N:2], predict the reactants needed to synthesize it. The reactants are: [C:1]([CH2:3][O:4][C:5]1[CH:6]=[C:7]([CH3:23])[C:8]2[CH:12]([CH2:13][C:14]([O:16]C(C)(C)C)=[O:15])[O:11][B:10]([OH:21])[C:9]=2[CH:22]=1)#[N:2].C(O)(C(F)(F)F)=O. (8) Given the product [CH3:17][C:13]1=[CH:14][CH2:15][CH2:7][C:6]([CH3:18])=[CH:5][CH2:4][C:3]([CH2:9][CH2:8]1)=[C:2]([CH3:1])[CH3:11], predict the reactants needed to synthesize it. The reactants are: [CH3:1][C@@H:2]1[C:11](=O)O[C@H:9]2[C@H:3]1[CH2:4][CH2:5][C:6]([CH3:18])=[C:7]1[C:15](=O)[CH:14]=[C:13]([CH3:17])[C@@H:8]12.CC([C@H]1[C@@](C=C)(C)CC[C@H]2C(C(O[C@H]12)=O)=C)=C. (9) Given the product [NH2:21][C:17]1[N:18]=[C:19]([C:4]2[CH:3]=[C:2]([F:1])[C:7]([CH:8]=[O:9])=[C:6]([F:10])[CH:5]=2)[CH:20]=[CH:15][N:16]=1, predict the reactants needed to synthesize it. The reactants are: [F:1][C:2]1[CH:3]=[C:4](B(O)O)[CH:5]=[C:6]([F:10])[C:7]=1[CH:8]=[O:9].Cl[C:15]1[CH:20]=[CH:19][N:18]=[C:17]([NH2:21])[N:16]=1. (10) Given the product [ClH:1].[ClH:35].[NH2:27][C@H:9]([CH2:8][C:5]1[CH:6]=[CH:7][C:2]([Cl:1])=[CH:3][CH:4]=1)[C:10]([N:12]1[CH2:17][CH2:16][N:15]([C:18]2[C:19]3[CH2:26][S:25][CH2:24][C:20]=3[N:21]=[CH:22][N:23]=2)[CH2:14][CH2:13]1)=[O:11], predict the reactants needed to synthesize it. The reactants are: [Cl:1][C:2]1[CH:7]=[CH:6][C:5]([CH2:8][C@@H:9]([NH:27]C(=O)OC(C)(C)C)[C:10]([N:12]2[CH2:17][CH2:16][N:15]([C:18]3[C:19]4[CH2:26][S:25][CH2:24][C:20]=4[N:21]=[CH:22][N:23]=3)[CH2:14][CH2:13]2)=[O:11])=[CH:4][CH:3]=1.[ClH:35].